This data is from Reaction yield outcomes from USPTO patents with 853,638 reactions. The task is: Predict the reaction yield, written as a fraction of the theoretical maximum amount of product (1.0 means a 100% yield; for example, 0.34 means a 34% yield). (1) The reactants are [CH2:1]([O:8][C:9]([NH:11][C@@H:12]([CH2:20][C:21]1[CH:26]=[CH:25][C:24]([C:27]2[N:32]=[CH:31][C:30](Br)=[CH:29][N:28]=2)=[CH:23][CH:22]=1)[C:13]([O:15][C:16]([CH3:19])([CH3:18])[CH3:17])=[O:14])=[O:10])[C:2]1[CH:7]=[CH:6][CH:5]=[CH:4][CH:3]=1.[C:34]([C:38]1[CH:43]=[CH:42][C:41](B(O)O)=[CH:40][CH:39]=1)([CH3:37])([CH3:36])[CH3:35].C(=O)(O)[O-].[Na+].N#N. The catalyst is C(#N)C.C1COCC1.O.CC(=O)OCC. The product is [CH2:1]([O:8][C:9]([NH:11][C@@H:12]([CH2:20][C:21]1[CH:26]=[CH:25][C:24]([C:27]2[N:32]=[CH:31][C:30]([C:41]3[CH:42]=[CH:43][C:38]([C:34]([CH3:37])([CH3:36])[CH3:35])=[CH:39][CH:40]=3)=[CH:29][N:28]=2)=[CH:23][CH:22]=1)[C:13]([O:15][C:16]([CH3:19])([CH3:18])[CH3:17])=[O:14])=[O:10])[C:2]1[CH:7]=[CH:6][CH:5]=[CH:4][CH:3]=1. The yield is 0.700. (2) The product is [C:1]([O:5][C:6]([N:8]1[CH2:9][C:10](=[O:43])[N:11]([C:23]2[CH:28]=[CH:27][C:26]([O:29][CH2:30][CH2:31][CH2:32][O:33][CH2:34][C:35]3[CH:40]=[CH:39][CH:38]=[CH:37][C:36]=3[O:41][CH3:42])=[CH:25][CH:24]=2)[C@@H:12]([CH2:14][N:44]=[N+:45]=[N-:46])[CH2:13]1)=[O:7])([CH3:3])([CH3:4])[CH3:2]. The yield is 0.350. The reactants are [C:1]([O:5][C:6]([N:8]1[CH2:13][C@H:12]([CH2:14]OS(C(F)(F)F)(=O)=O)[N:11]([C:23]2[CH:28]=[CH:27][C:26]([O:29][CH2:30][CH2:31][CH2:32][O:33][CH2:34][C:35]3[CH:40]=[CH:39][CH:38]=[CH:37][C:36]=3[O:41][CH3:42])=[CH:25][CH:24]=2)[C:10](=[O:43])[CH2:9]1)=[O:7])([CH3:4])([CH3:3])[CH3:2].[N-:44]=[N+:45]=[N-:46].[Na+]. The catalyst is CN(C)C=O.C(OCC)(=O)C.O. (3) The reactants are [N:1]1[CH:6]=[CH:5][N:4]=[CH:3][C:2]=1[C:7]([OH:9])=O.[CH3:10][NH:11][CH2:12][CH2:13][CH3:14].CCN=C=NCCCN(C)C.Cl.C1C=CC2N(O)N=NC=2C=1.O.C(=O)([O-])O.[Na+]. The catalyst is CN(C=O)C. The product is [CH3:10][N:11]([CH2:12][CH2:13][CH3:14])[C:7]([C:2]1[CH:3]=[N:4][CH:5]=[CH:6][N:1]=1)=[O:9]. The yield is 0.980.